From a dataset of Forward reaction prediction with 1.9M reactions from USPTO patents (1976-2016). Predict the product of the given reaction. (1) Given the reactants [NH2:1][CH2:2][CH2:3][CH2:4][O:5][C:6]1[CH:14]=[C:13]2[C:9]([C:10]([CH:15]([C:20]3[CH:21]=[CH:22]C4[C:24]([CH:28]=3)=[N:25]SN=4)[CH2:16][C:17]([OH:19])=[O:18])=[CH:11][NH:12]2)=[CH:8][CH:7]=1.CS[C:31]1[NH:32][CH2:33][C:34](=[O:36])[N:35]=1, predict the reaction product. The product is: [O:36]=[C:34]1[CH2:33][NH:32][C:31]([NH:1][CH2:2][CH2:3][CH2:4][O:5][C:6]2[CH:14]=[C:13]3[C:9]([C:10]([CH:15]([C:20]4[CH:21]=[CH:22][N:25]=[CH:24][CH:28]=4)[CH2:16][C:17]([OH:19])=[O:18])=[CH:11][NH:12]3)=[CH:8][CH:7]=2)=[N:35]1. (2) Given the reactants [NH2:1][C:2]1(O)C=CC(OC)=C[CH2:3]1.[C:11](=O)([O-])O.[Na+].Cl[CH2:17][C:18](Cl)=[O:19].[CH2:21]([C:25]([CH3:27])=[O:26])[CH:22](C)C, predict the reaction product. The product is: [CH3:11][O:19][C:18]1[CH:22]=[CH:21][C:25]2[O:26][CH2:3][CH2:2][NH:1][C:27]=2[CH:17]=1. (3) Given the reactants O[CH2:2][C@@H:3]1[CH2:7][CH2:6][CH2:5][N:4]1[C:8]([C:10]1[CH:15]=[CH:14][C:13]([C:16]2[CH:21]=[CH:20][C:19]([C:22]([F:25])([F:24])[F:23])=[CH:18][CH:17]=2)=[CH:12][CH:11]=1)=[O:9].[CH2:26]([C@@H:28]1[CH2:32][CH2:31][CH2:30][NH:29]1)[CH3:27], predict the reaction product. The product is: [CH2:26]([C@@H:28]1[CH2:32][CH2:31][CH2:30][N:29]1[CH2:2][C@@H:3]1[CH2:7][CH2:6][CH2:5][N:4]1[C:8]([C:10]1[CH:15]=[CH:14][C:13]([C:16]2[CH:21]=[CH:20][C:19]([C:22]([F:25])([F:24])[F:23])=[CH:18][CH:17]=2)=[CH:12][CH:11]=1)=[O:9])[CH3:27]. (4) Given the reactants [F:1][C:2]1[CH:24]=[CH:23][C:5]([CH2:6][N:7]2[CH2:11][CH2:10][N:9]([C:12]3[CH:13]=[C:14]([CH:19]=[CH:20][N:21]=3)[C:15]([O:17]C)=[O:16])[C:8]2=[O:22])=[CH:4][CH:3]=1.O.[OH-].[Li+], predict the reaction product. The product is: [F:1][C:2]1[CH:3]=[CH:4][C:5]([CH2:6][N:7]2[CH2:11][CH2:10][N:9]([C:12]3[CH:13]=[C:14]([CH:19]=[CH:20][N:21]=3)[C:15]([OH:17])=[O:16])[C:8]2=[O:22])=[CH:23][CH:24]=1.